Task: Predict the reaction yield, written as a fraction of the theoretical maximum amount of product (1.0 means a 100% yield; for example, 0.34 means a 34% yield).. Dataset: Reaction yield outcomes from USPTO patents with 853,638 reactions (1) The reactants are [NH:1]([C:13]([O:15]CC1C=CC=CC=1)=O)[C@H:2]([C:10]([OH:12])=[O:11])[CH2:3][C:4]1[CH:9]=[CH:8][CH:7]=[CH:6][CH:5]=1.[NH:23]1[CH:27]=[N:26][N:25]=[N:24]1.[NH:28]([C:35]([O:37][C:38]([CH3:41])([CH3:40])[CH3:39])=[O:36])[C@H:29](C(O)=O)[CH2:30][NH2:31].CCOC(OC(OCC)=O)=O.CCN(C(C)C)C(C)C. The catalyst is C(O)C.[Pd]. The product is [NH:28]([C:35]([O:37][C:38]([CH3:41])([CH3:40])[CH3:39])=[O:36])[C@H:29]([C:13]([NH:1][C@H:2]([C:10]([OH:12])=[O:11])[CH2:3][C:4]1[CH:5]=[CH:6][CH:7]=[CH:8][CH:9]=1)=[O:15])[CH2:30][NH2:31].[NH:23]1[CH:27]=[N:26][N:25]=[N:24]1. The yield is 0.200. (2) The reactants are [CH3:1][O:2][C:3](=[O:32])[C:4]1[CH:9]=[CH:8][C:7]([O:10][CH2:11][CH2:12][CH2:13]Br)=[CH:6][C:5]=1[NH:15][C:16](=[O:31])[C:17]1[CH:22]=[C:21]([C:23]([F:26])([F:25])[F:24])[CH:20]=[C:19]([C:27]([F:30])([F:29])[F:28])[CH:18]=1.[C:33]([C:37]1[CH:45]=[CH:44][C:40]([CH:41]=[N:42][OH:43])=[CH:39][CH:38]=1)([CH3:36])([CH3:35])[CH3:34].C(=O)([O-])[O-].[Cs+].[Cs+]. The catalyst is CC(C)=O. The product is [CH3:1][O:2][C:3](=[O:32])[C:4]1[CH:9]=[CH:8][C:7]([O:10][CH2:11][CH2:12][CH2:13][O:43]/[N:42]=[CH:41]/[C:40]2[CH:44]=[CH:45][C:37]([C:33]([CH3:36])([CH3:35])[CH3:34])=[CH:38][CH:39]=2)=[CH:6][C:5]=1[NH:15][C:16](=[O:31])[C:17]1[CH:22]=[C:21]([C:23]([F:26])([F:25])[F:24])[CH:20]=[C:19]([C:27]([F:30])([F:29])[F:28])[CH:18]=1. The yield is 0.480. (3) The reactants are [CH2:1]([O:8][CH2:9][O:10][C:11]1[C:19]2[C:14](=[CH:15][N:16]=[CH:17][CH:18]=2)[O:13][CH:12]=1)[C:2]1[CH:7]=[CH:6][CH:5]=[CH:4][CH:3]=1.[Li]CCCC.CON(C)[C:28](=[O:34])[CH2:29][CH2:30][CH2:31][O:32][CH3:33]. The catalyst is C1COCC1. The product is [CH2:1]([O:8][CH2:9][O:10][C:11]1[C:19]2[C:14](=[CH:15][N:16]=[CH:17][CH:18]=2)[O:13][C:12]=1[C:28](=[O:34])[CH2:29][CH2:30][CH2:31][O:32][CH3:33])[C:2]1[CH:7]=[CH:6][CH:5]=[CH:4][CH:3]=1. The yield is 0.960. (4) The reactants are [C:1]1(=O)[C:10]2[C:5](=[CH:6][CH:7]=[CH:8][CH:9]=2)[C:4](=[O:11])[CH:3]=[CH:2]1.[H-].[Na+].COS([O:20][CH3:21])(=O)=O.[CH2:22]1COCC1. The catalyst is [Pd]. The product is [CH3:22][O:11][C:4]1[C:5]2[C:10](=[CH:9][CH:8]=[CH:7][CH:6]=2)[C:1]([O:20][CH3:21])=[CH:2][CH:3]=1. The yield is 0.990. (5) The reactants are C([O:8][CH2:9][CH:10]1[O:15][CH2:14][C:13]([CH3:17])([CH3:16])[CH2:12][O:11]1)C1C=CC=CC=1.[H][H]. The catalyst is [OH-].[Pd+2].[OH-].C(OCC)(=O)C. The product is [CH3:16][C:13]1([CH3:17])[CH2:14][O:15][CH:10]([CH2:9][OH:8])[O:11][CH2:12]1. The yield is 0.850. (6) The reactants are [NH2:1][C:2]1[C:11]([F:12])=[C:10]([F:13])[C:9]([O:14][CH3:15])=[C:8]2[C:3]=1[C:4](=[O:25])[C:5]([C:20]([O:22]CC)=[O:21])=[C:6]([CH3:19])[N:7]2[CH:16]1[CH2:18][CH2:17]1.[OH-].[Na+]. The catalyst is CCO. The product is [NH2:1][C:2]1[C:11]([F:12])=[C:10]([F:13])[C:9]([O:14][CH3:15])=[C:8]2[C:3]=1[C:4](=[O:25])[C:5]([C:20]([OH:22])=[O:21])=[C:6]([CH3:19])[N:7]2[CH:16]1[CH2:17][CH2:18]1. The yield is 0.930. (7) The reactants are C(O)C.[NH2:4][NH2:5].[C:6]([N:8]=[C:9](SC)[NH:10][C:11]1[CH:16]=[C:15]([Cl:17])[C:14]([S:18][C:19]2[CH:24]=[CH:23][C:22]([C:25]([F:28])([F:27])[F:26])=[CH:21][CH:20]=2)=[C:13]([Cl:29])[CH:12]=1)#[N:7]. The catalyst is CO. The product is [Cl:29][C:13]1[CH:12]=[C:11]([NH:10][C:9]2[N:8]=[C:6]([NH2:7])[NH:5][N:4]=2)[CH:16]=[C:15]([Cl:17])[C:14]=1[S:18][C:19]1[CH:24]=[CH:23][C:22]([C:25]([F:28])([F:27])[F:26])=[CH:21][CH:20]=1. The yield is 0.720. (8) The reactants are [C:1]([S:4][C@@H:5]1[CH2:9][N:8]([C:10]([O:12][CH2:13][CH:14]=[CH2:15])=[O:11])[C@H:7]([C:16]([OH:18])=O)[CH2:6]1)(=[O:3])[CH3:2].[NH2:19][C:20]1[CH:21]=[C:22]([CH:29]=[CH:30][CH:31]=1)[C:23]([O:25][CH2:26][CH:27]=[CH2:28])=[O:24].C(OC1C=CC2C(=CC=CC=2)N1C(OCC)=O)C. The catalyst is C1(C)C=CC=CC=1.C(OCC)(=O)C. The product is [C:1]([S:4][C@@H:5]1[CH2:9][N:8]([C:10]([O:12][CH2:13][CH:14]=[CH2:15])=[O:11])[C@H:7]([C:16](=[O:18])[NH:19][C:20]2[CH:31]=[CH:30][CH:29]=[C:22]([C:23]([O:25][CH2:26][CH:27]=[CH2:28])=[O:24])[CH:21]=2)[CH2:6]1)(=[O:3])[CH3:2]. The yield is 1.00. (9) The reactants are CS(O[CH2:6][CH2:7][N:8]1[CH:12]=[C:11]([C:13]2[CH:18]=[C:17]([C:19]([O:21]C)=[O:20])[CH:16]=[CH:15][N:14]=2)[N:10]=[CH:9]1)(=O)=O.[F:23][C:24]1[CH:25]=[C:26]2[C:30](=[CH:31][CH:32]=1)[NH:29][CH2:28][CH2:27]2. No catalyst specified. The product is [F:23][C:24]1[CH:25]=[C:26]2[C:30](=[CH:31][CH:32]=1)[N:29]([CH2:6][CH2:7][N:8]1[CH:12]=[C:11]([C:13]3[CH:18]=[C:17]([C:19]([OH:21])=[O:20])[CH:16]=[CH:15][N:14]=3)[N:10]=[CH:9]1)[CH2:28][CH2:27]2. The yield is 0.110.